Dataset: Experimentally validated miRNA-target interactions with 360,000+ pairs, plus equal number of negative samples. Task: Binary Classification. Given a miRNA mature sequence and a target amino acid sequence, predict their likelihood of interaction. (1) The miRNA is hsa-miR-1248 with sequence ACCUUCUUGUAUAAGCACUGUGCUAAA. The protein sequence of the target gene is MAAVDLEKLRASGAGKAIGVLTSGGDAQGMNAAVRAVTRMGIYVGAKVFLIYEGYEGLVEGGENIKQANWLSVSNIIQLGGTIIGSARCKAFTTREGRRAAAYNLVQHGITNLCVIGGDGSLTGANIFRSEWGSLLEELVAEGKISETTARTYSHLNIAGLVGSIDNDFCGTDMTIGTDSALHRIMEVIDAITTTAQSHQRTFVLEVMGRHCGYLALVSALASGADWLFIPEAPPEDGWENFMCERLGETRSRGSRLNIIIIAEGAIDRNGKPISSSYVKDLVVQRLGFDTRVTVLGHVQ.... Result: 0 (no interaction). (2) The miRNA is hsa-miR-509-5p with sequence UACUGCAGACAGUGGCAAUCA. The protein sequence of the target gene is MLLPQLCWLPLLAGLLPPVPAQKFSALTFLRVDQDKDKDCSLDCAGSPQKPLCASDGRTFLSRCEFQRAKCKDPQLEIAYRGNCKDVSRCVAERKYTQEQARKEFQQVFIPECNDDGTYSQVQCHSYTGYCWCVTPNGRPISGTAVAHKTPRCPGSVNEKLPQREGTGKTDDAAAPALETQPQGDEEDIASRYPTLWTEQVKSRQNKTNKNSVSSCDQEHQSALEEAKQPKNDNVVIPECAHGGLYKPVQCHPSTGYCWCVLVDTGRPIPGTSTRYEQPKCDNTARAHPAKARDLYKGRQ.... Result: 1 (interaction). (3) The miRNA is dme-miR-4-3p with sequence AUAAAGCUAGACAACCAUUGA. The protein sequence of the target gene is MPDPAKSAPAPKKGSKKAVTKAQKKDGKKRKRSRKESYSVYVYKVLKQVHPDTGISSKAMGIMNSFVNDIFERIAGEASRLAHYNKRSTITSREIQTAVRLLLPGELAKHAVSEGTKAVTKYTSSK. Result: 0 (no interaction). (4) Result: 0 (no interaction). The protein sequence of the target gene is MSLSEEQARSFLDQNPDFARQYFGKKLSPENVAAACEDGCPPDCDSLRDLCQVEESTALLELVQDMQESINMERVVFKVLRRLCTLLQADRCSLFMYRQRNGVAELATRLFSVQPDSVLEDCLVPPDSEIVFPLDIGVVGHVAQTKKMVNVEDVAECPHFSSFADELTDYKTKNMLATPIMNGKDVVAVIMAVNKLNGPFFTSEDEDVFLKYLNFATLYLKIYHLSYLHNCETRRGQVLLWSANKVFEELTDIERQFHKAFYTVRAYLNCERYSVGLLDMTKEKEFFDVWSVLMGESQPY.... The miRNA is mmu-miR-449a-5p with sequence UGGCAGUGUAUUGUUAGCUGGU. (5) The miRNA is hsa-miR-6823-5p with sequence UCAGGGUUGGUAGGGGUUGCU. The protein sequence of the target gene is MNSAAGFSHLDRRERVLKLGESFEKQPRCAFHTVRYDFKPASIDTSSEGYLEVGEGEQVTITLPNIEGSTPPVTVFKGSKKPYLKECILIINHDTGECRLEKLSSNITVKKTRVEGSSKIQYRKEQQQQQMWNSARTPNLVKHSPSEDKMSPASPIDDIERELKAEASLMDQMSSCDSSSDSKSSSSSSSEDSSSDSEDEDCKSSTSDTGNCVSGHPTMTQYRIPDIDASHNRFRDNSGLLMNTLRNDLQLSESGSDSDD. Result: 0 (no interaction). (6) The miRNA is hsa-miR-1226-5p with sequence GUGAGGGCAUGCAGGCCUGGAUGGGG. The protein sequence of the target gene is MSFICGLQSAARNHVFFRFNSLSNWRKCNTLASTSRGCHQVQVNHIVNKYQGLGVNQCDRWSFLPGNFHFYSTFNNKRTGGLSSTKSKEIWRITSKCTVWNDAFSRQLLIKEVTAVPSLSVLHPLSPASIRAIRNFHTSPRFQAAPVPLLLMILKPVQKLFAIIVGRGIRKWWQALPPNKKEVVKENIRKNKWKLFLGLSSFGLLFVVFYFTHLEVSPITGRSKLLLLGKEQFRLLSELEYEAWMEEFKNDMLTEKDARYLAVKEVLCHLIECNKDVPGISQINWVIHVVDSPIINAFVL.... Result: 1 (interaction). (7) The miRNA is hsa-miR-6741-5p with sequence GUGGGUGCUGGUGGGAGCCGUG. The protein sequence of the target gene is MDLLQFLAFLFVLLLSGMGATGTLRTSLDPSLEIYKKMFEVKRREQLLALKNLAQLNDIHQQYKILDVMLKGLFKVLEDSRTVLTAADVLPDGPFPQDEKLKDAFSHVVENTAFFGDVVLRFPRIVHYYFDHNSNWNLLIRWGISFCNQTGVFNQGPHSPILSLMAQELGISEKDSNFQNPFKIDRTEFIPSTDPFQKALREEEKRRKKEEKRKEIRKGPRISRSQSEL. Result: 0 (no interaction).